Dataset: Catalyst prediction with 721,799 reactions and 888 catalyst types from USPTO. Task: Predict which catalyst facilitates the given reaction. (1) Reactant: [CH3:1][C:2]1[NH:6][CH:5]=[N:4][C:3]=1[C:7]([O:9][CH2:10][CH3:11])=[O:8].[Br:12]N1C(=O)CCC1=O.C(#N)C. Product: [Br:12][C:5]1[NH:6][C:2]([CH3:1])=[C:3]([C:7]([O:9][CH2:10][CH3:11])=[O:8])[N:4]=1. The catalyst class is: 4. (2) Reactant: C(Cl)(=O)C(Cl)=O.CS(C)=O.[CH2:11]([O:18][C@H:19]1[C@H:24]([O:25][CH2:26][C:27]2[CH:32]=[CH:31][CH:30]=[CH:29][CH:28]=2)[C@@H:23]([O:33][CH2:34][C:35]2[CH:40]=[CH:39][CH:38]=[CH:37][CH:36]=2)[C@@:22]([C:43]2[CH:48]=[CH:47][C:46]([Cl:49])=[C:45]([CH2:50][C:51]3[CH:56]=[CH:55][C:54]([O:57][CH2:58][CH3:59])=[C:53]([F:60])[CH:52]=3)[CH:44]=2)([O:41][CH3:42])[O:21][C@@H:20]1[CH2:61][OH:62])[C:12]1[CH:17]=[CH:16][CH:15]=[CH:14][CH:13]=1.C(N(CC)CC)C. Product: [CH2:11]([O:18][C@H:19]1[C@H:24]([O:25][CH2:26][C:27]2[CH:32]=[CH:31][CH:30]=[CH:29][CH:28]=2)[C@@H:23]([O:33][CH2:34][C:35]2[CH:40]=[CH:39][CH:38]=[CH:37][CH:36]=2)[C@@:22]([C:43]2[CH:48]=[CH:47][C:46]([Cl:49])=[C:45]([CH2:50][C:51]3[CH:56]=[CH:55][C:54]([O:57][CH2:58][CH3:59])=[C:53]([F:60])[CH:52]=3)[CH:44]=2)([O:41][CH3:42])[O:21][C@@H:20]1[CH:61]=[O:62])[C:12]1[CH:17]=[CH:16][CH:15]=[CH:14][CH:13]=1. The catalyst class is: 4. (3) Reactant: Br[CH:2]([CH2:4][CH3:5])[CH3:3].C(=O)([O-])[O-].[Cs+].[Cs+].[OH:12][C:13]1[CH:18]=[CH:17][C:16]([C:19]2[C:24](=[O:25])[N:23]([CH2:26][C:27]3[CH:32]=[CH:31][C:30]([C:33]4[C:34]([C:39]#[N:40])=[CH:35][CH:36]=[CH:37][CH:38]=4)=[CH:29][CH:28]=3)[C:22]([CH2:41][CH2:42][CH3:43])=[N:21][C:20]=2[CH3:44])=[CH:15][CH:14]=1. Product: [CH:2]([O:12][C:13]1[CH:14]=[CH:15][C:16]([C:19]2[C:24](=[O:25])[N:23]([CH2:26][C:27]3[CH:32]=[CH:31][C:30]([C:33]4[C:34]([C:39]#[N:40])=[CH:35][CH:36]=[CH:37][CH:38]=4)=[CH:29][CH:28]=3)[C:22]([CH2:41][CH2:42][CH3:43])=[N:21][C:20]=2[CH3:44])=[CH:17][CH:18]=1)([CH2:4][CH3:5])[CH3:3]. The catalyst class is: 42. (4) The catalyst class is: 187. Reactant: Br[C:2]1[CH:3]=[N:4][CH:5]=[C:6]([Br:8])[CH:7]=1.[NH2:9][CH:10]1[CH2:13][N:12]([C:14]([O:16][C:17]([CH3:20])([CH3:19])[CH3:18])=[O:15])[CH2:11]1.CC(C)([O-])C.[Na+]. Product: [Br:8][C:6]1[CH:7]=[C:2]([NH:9][CH:10]2[CH2:11][N:12]([C:14]([O:16][C:17]([CH3:20])([CH3:19])[CH3:18])=[O:15])[CH2:13]2)[CH:3]=[N:4][CH:5]=1. (5) Reactant: F[B-](F)(F)F.[CH2:6]([N+:10]1[C:18]2[C:13]3[C:14](=[CH:19][CH:20]=[CH:21][C:12]=3[C:11]=1[CH:22]=[CH:23][C:24]1[CH2:29][CH2:28][CH2:27][C:26](=[CH:30][CH:31]=[C:32]3[C:40]4[CH:41]=[CH:42][CH:43]=[C:38]5[C:39]=4[C:34](=[CH:35][CH:36]=[CH:37]5)[N:33]3[CH2:44][CH2:45][CH2:46][CH3:47])[C:25]=1[C:48]1[CH:53]=[CH:52][CH:51]=[CH:50][CH:49]=1)[CH:15]=[CH:16][CH:17]=2)[CH2:7][CH2:8][CH3:9].[F:54][C:55]([F:72])([S:68]([O-:71])(=[O:70])=[O:69])[CH:56]([O:61][C:62](=[O:67])[C:63]([CH3:66])([CH3:65])[CH3:64])[C:57]([F:60])([F:59])[F:58].[Na+].O. Product: [F:72][C:55]([F:54])([S:68]([O-:71])(=[O:69])=[O:70])[CH:56]([O:61][C:62](=[O:67])[C:63]([CH3:65])([CH3:66])[CH3:64])[C:57]([F:58])([F:60])[F:59].[CH2:6]([N+:10]1[C:18]2[C:13]3[C:14](=[CH:19][CH:20]=[CH:21][C:12]=3[C:11]=1[CH:22]=[CH:23][C:24]1[CH2:29][CH2:28][CH2:27][C:26](=[CH:30][CH:31]=[C:32]3[C:40]4[CH:41]=[CH:42][CH:43]=[C:38]5[C:39]=4[C:34](=[CH:35][CH:36]=[CH:37]5)[N:33]3[CH2:44][CH2:45][CH2:46][CH3:47])[C:25]=1[C:48]1[CH:53]=[CH:52][CH:51]=[CH:50][CH:49]=1)[CH:15]=[CH:16][CH:17]=2)[CH2:7][CH2:8][CH3:9]. The catalyst class is: 2.